This data is from Full USPTO retrosynthesis dataset with 1.9M reactions from patents (1976-2016). The task is: Predict the reactants needed to synthesize the given product. (1) Given the product [Br:1][C:2]1[CH:3]=[C:4]2[C:9](=[CH:10][CH:11]=1)[C:8](=[O:12])[N:7]([CH2:13][C:14]([CH3:18])([CH3:17])[CH2:15][OH:23])[CH:6]=[C:5]2[CH:19]=[O:20], predict the reactants needed to synthesize it. The reactants are: [Br:1][C:2]1[CH:3]=[C:4]2[C:9](=[CH:10][CH:11]=1)[C:8](=[O:12])[N:7]([CH2:13][C:14]([CH3:18])([CH3:17])[CH2:15]Cl)[CH:6]=[C:5]2[CH:19]=[O:20].C([O-])(=[O:23])C.[Na+]. (2) Given the product [CH3:13][O:14][C:15]1[CH:22]=[CH:21][C:18]([CH2:19][NH:20][C:3]2[C:2]([NH2:1])=[CH:7][CH:6]=[C:5]([C:8]([F:11])([F:10])[F:9])[N:4]=2)=[CH:17][CH:16]=1, predict the reactants needed to synthesize it. The reactants are: [NH2:1][C:2]1[C:3](Cl)=[N:4][C:5]([C:8]([F:11])([F:10])[F:9])=[CH:6][CH:7]=1.[CH3:13][O:14][C:15]1[CH:22]=[CH:21][C:18]([CH2:19][NH2:20])=[CH:17][CH:16]=1.C(=O)(O)[O-].[Na+]. (3) Given the product [CH2:1]([N:3]1[C:11]([C:12]2[CH:17]=[N:16][C:15]([CH3:18])=[N:14][CH:13]=2)=[N:10][C:9]2[C:4]1=[N:5][CH:6]=[N:7][C:8]=2[O:19][C@H:20]1[CH2:24][CH2:23][N:22]([C:31]([N:28]2[CH:27]=[CH:26][N:30]=[CH:29]2)=[O:32])[CH2:21]1)[CH3:2], predict the reactants needed to synthesize it. The reactants are: [CH2:1]([N:3]1[C:11]([C:12]2[CH:13]=[N:14][C:15]([CH3:18])=[N:16][CH:17]=2)=[N:10][C:9]2[C:4]1=[N:5][CH:6]=[N:7][C:8]=2[O:19][C@H:20]1[CH2:24][CH2:23][NH:22][CH2:21]1)[CH3:2].Cl.[CH:26]1[N:30]=[CH:29][N:28]([C:31](N2C=NC=C2)=[O:32])[CH:27]=1.CCN(C(C)C)C(C)C. (4) Given the product [F:75][C:76]1[CH:81]=[CH:80][C:79]([CH2:82][NH:83][C:7]([CH:6]2[CH2:5][NH:4][C:3](=[O:10])[N:2]2[CH3:1])=[O:9])=[CH:78][C:77]=1[C:84]([F:85])([F:86])[F:87], predict the reactants needed to synthesize it. The reactants are: [CH3:1][N:2]1[CH:6]([C:7]([OH:9])=O)[CH2:5][NH:4][C:3]1=[O:10].CN1C(C(OC(C)(C)C)=O)CNC1=O.O=C1N(C(OCC2C=CC=CC=2)=O)[C@H](C(O)=O)CN1.C(N1CCOCC1)C.O.ON1C2C=CC=CC=2N=N1.Cl.C(N=C=NCCCN(C)C)C.[F:75][C:76]1[CH:81]=[CH:80][C:79]([CH2:82][NH2:83])=[CH:78][C:77]=1[C:84]([F:87])([F:86])[F:85].